This data is from Forward reaction prediction with 1.9M reactions from USPTO patents (1976-2016). The task is: Predict the product of the given reaction. (1) Given the reactants C([O:3][C:4]([C:6]1([NH:15][S:16]([C:19]2[CH:24]=[CH:23][C:22]([O:25][CH2:26][C:27]3[C:36]4[C:31](=[CH:32][CH:33]=[CH:34][CH:35]=4)[N:30]=[C:29]([CH3:37])[CH:28]=3)=[CH:21][CH:20]=2)(=[O:18])=[O:17])[CH2:11][CH2:10][N:9]([C:12](=[O:14])[CH3:13])[CH2:8][CH2:7]1)=[O:5])C.Cl, predict the reaction product. The product is: [C:12]([N:9]1[CH2:8][CH2:7][C:6]([NH:15][S:16]([C:19]2[CH:20]=[CH:21][C:22]([O:25][CH2:26][C:27]3[C:36]4[C:31](=[CH:32][CH:33]=[CH:34][CH:35]=4)[N:30]=[C:29]([CH3:37])[CH:28]=3)=[CH:23][CH:24]=2)(=[O:18])=[O:17])([C:4]([OH:5])=[O:3])[CH2:11][CH2:10]1)(=[O:14])[CH3:13]. (2) Given the reactants [C:1]([C:4]1[CH:5]=[C:6]([C:11]2[C:12]([C@@H:17]([NH:27]C(=O)OC(C)(C)C)[CH2:18][C:19]3[CH:24]=[C:23]([F:25])[CH:22]=[C:21]([F:26])[CH:20]=3)=[N:13][CH:14]=[CH:15][CH:16]=2)[CH:7]=[CH:8][C:9]=1[F:10])(=[O:3])[NH2:2].[C:35]([OH:41])([C:37]([F:40])([F:39])[F:38])=[O:36].C(Cl)Cl, predict the reaction product. The product is: [F:38][C:37]([F:40])([F:39])[C:35]([OH:41])=[O:36].[NH2:27][C@H:17]([C:12]1[C:11]([C:6]2[CH:7]=[CH:8][C:9]([F:10])=[C:4]([CH:5]=2)[C:1]([NH2:2])=[O:3])=[CH:16][CH:15]=[CH:14][N:13]=1)[CH2:18][C:19]1[CH:20]=[C:21]([F:26])[CH:22]=[C:23]([F:25])[CH:24]=1.